This data is from Forward reaction prediction with 1.9M reactions from USPTO patents (1976-2016). The task is: Predict the product of the given reaction. (1) Given the reactants [SH:1][C:2]1[CH:7]=[CH:6][CH:5]=[CH:4][N:3]=1.[CH3:8][O:9][C:10]1[CH:15]=[CH:14][C:13]([C:16]2[CH:21]=[CH:20][C:19]([S:22]([NH:25][CH:26]([CH2:31][CH:32]3[O:34][CH2:33]3)[C:27]([O:29]C)=[O:28])(=[O:24])=[O:23])=[CH:18][CH:17]=2)=[CH:12][CH:11]=1, predict the reaction product. The product is: [CH3:8][O:9][C:10]1[CH:11]=[CH:12][C:13]([C:16]2[CH:17]=[CH:18][C:19]([S:22]([NH:25][CH:26]([CH2:31][CH:32]([OH:34])[CH2:33][S:1][C:2]3[CH:7]=[CH:6][CH:5]=[CH:4][N:3]=3)[C:27]([OH:29])=[O:28])(=[O:23])=[O:24])=[CH:20][CH:21]=2)=[CH:14][CH:15]=1. (2) Given the reactants [C:1]([C:3]1[CH:23]=[CH:22][C:6]([CH2:7][N:8]2[CH:17]=[CH:16][C:15]3[C:10](=[CH:11][C:12]([C:18]([OH:20])=O)=[CH:13][CH:14]=3)[C:9]2=[O:21])=[CH:5][CH:4]=1)#[N:2].[CH3:24][S:25][C:26]1[CH:33]=[CH:32][C:29]([CH2:30][NH2:31])=[CH:28][CH:27]=1, predict the reaction product. The product is: [CH3:24][S:25][C:26]1[CH:33]=[CH:32][C:29]([CH2:30][NH:31][C:18]([C:12]2[CH:11]=[C:10]3[C:15]([CH:16]=[CH:17][N:8]([CH2:7][C:6]4[CH:5]=[CH:4][C:3]([C:1]#[N:2])=[CH:23][CH:22]=4)[C:9]3=[O:21])=[CH:14][CH:13]=2)=[O:20])=[CH:28][CH:27]=1. (3) Given the reactants [F:1][C:2]1[CH:7]=[C:6]([F:8])[CH:5]=[CH:4][C:3]=1[NH:9][C:10]1[CH:15]=[CH:14][C:13]([C:16]([C:18]2[CH:23]=[C:22]([O:24][CH2:25][CH:26]3[CH2:30][O:29]C(C)(C)[O:27]3)[CH:21]=[CH:20][C:19]=2[CH3:33])=[O:17])=[C:12]([N+:34]([O-:36])=[O:35])[CH:11]=1, predict the reaction product. The product is: [F:1][C:2]1[CH:7]=[C:6]([F:8])[CH:5]=[CH:4][C:3]=1[NH:9][C:10]1[CH:15]=[CH:14][C:13]([C:16]([C:18]2[CH:23]=[C:22]([O:24][CH2:25][CH:26]([OH:27])[CH2:30][OH:29])[CH:21]=[CH:20][C:19]=2[CH3:33])=[O:17])=[C:12]([N+:34]([O-:36])=[O:35])[CH:11]=1. (4) The product is: [NH2:7][C:8]1[CH:13]=[CH:12][C:11]([O:14][C:15]2[CH:20]=[CH:19][C:18]([C:21]([NH:22][C:23]3[CH:28]=[CH:27][C:26]([CH3:29])=[CH:25][CH:24]=3)=[O:30])=[CH:17][C:16]=2[NH:31][C:32]2[C:33]3[CH:41]=[CH:40][C:39]([CH:42]([CH3:43])[CH3:44])=[N:38][C:34]=3[N:35]=[CH:36][N:37]=2)=[CH:10][CH:9]=1.[F:46][C:47]([F:52])([F:51])[C:48]([OH:50])=[O:49]. Given the reactants C(OC(=O)[NH:7][C:8]1[CH:13]=[CH:12][C:11]([O:14][C:15]2[CH:20]=[CH:19][C:18]([C:21](=[O:30])[NH:22][C:23]3[CH:28]=[CH:27][C:26]([CH3:29])=[CH:25][CH:24]=3)=[CH:17][C:16]=2[NH:31][C:32]2[C:33]3[CH:41]=[CH:40][C:39]([CH:42]([CH3:44])[CH3:43])=[N:38][C:34]=3[N:35]=[CH:36][N:37]=2)=[CH:10][CH:9]=1)(C)(C)C.[F:46][C:47]([F:52])([F:51])[C:48]([OH:50])=[O:49], predict the reaction product. (5) Given the reactants [CH2:1]([OH:13])[CH2:2][CH2:3][CH2:4][CH2:5][CH2:6][CH2:7][CH2:8][CH2:9][CH2:10][CH2:11][CH3:12].C(N(CC)CC)C.Cl.[CH3:22][N:23]([CH3:28])[CH2:24][C:25](O)=[O:26].C1(N=C=NC2CCCCC2)CCCCC1, predict the reaction product. The product is: [CH2:1]([O:13][C:25](=[O:26])[CH2:24][N:23]([CH3:28])[CH3:22])[CH2:2][CH2:3][CH2:4][CH2:5][CH2:6][CH2:7][CH2:8][CH2:9][CH2:10][CH2:11][CH3:12]. (6) Given the reactants [CH3:1][O:2][P:3]([O-:6])[O:4][CH3:5].C(N(CC)CC)C.[C:14]([N:17]1[C:25]2[C:20](=[CH:21][C:22](OS(C(F)(F)F)(=O)=O)=[CH:23][CH:24]=2)[CH:19]=[N:18]1)(=[O:16])[CH3:15], predict the reaction product. The product is: [CH3:1][O:2][P:3]([C:22]1[CH:21]=[C:20]2[C:25](=[CH:24][CH:23]=1)[N:17]([C:14](=[O:16])[CH3:15])[N:18]=[CH:19]2)(=[O:6])[O:4][CH3:5]. (7) Given the reactants [NH:1]1[CH2:6][CH2:5][CH:4]([C:7]2[CH:8]=[CH:9][C:10]3[O:19][CH2:18][CH2:17][C:16]4[N:12]([N:13]=[C:14]([C:20]5[N:21]([CH2:25][C:26]([F:29])([F:28])[F:27])[N:22]=[CH:23][N:24]=5)[CH:15]=4)[C:11]=3[CH:30]=2)[CH2:3][CH2:2]1.C(=O)([O-])[O-].[K+].[K+].Br[CH2:38][CH2:39][O:40]C1CCCCO1.Cl, predict the reaction product. The product is: [F:28][C:26]([F:29])([F:27])[CH2:25][N:21]1[C:20]([C:14]2[CH:15]=[C:16]3[N:12]([C:11]4[CH:30]=[C:7]([CH:4]5[CH2:3][CH2:2][N:1]([CH2:38][CH2:39][OH:40])[CH2:6][CH2:5]5)[CH:8]=[CH:9][C:10]=4[O:19][CH2:18][CH2:17]3)[N:13]=2)=[N:24][CH:23]=[N:22]1. (8) The product is: [CH:12]([C:15]1[CH:23]=[C:22]([C:24]([F:25])([F:26])[F:27])[CH:21]=[CH:20][C:16]=1[C:17]([NH:11][CH:7]1[CH2:8][CH2:9][CH2:10][CH:6]1[N:1]1[CH2:2][CH2:3][CH2:4][CH2:5]1)=[O:18])([CH3:14])[CH3:13]. Given the reactants [N:1]1([C@H:6]2[CH2:10][CH2:9][CH2:8][C@H:7]2[NH2:11])[CH2:5][CH2:4][CH2:3][CH2:2]1.[CH:12]([C:15]1[CH:23]=[C:22]([C:24]([F:27])([F:26])[F:25])[CH:21]=[CH:20][C:16]=1[C:17](O)=[O:18])([CH3:14])[CH3:13], predict the reaction product. (9) Given the reactants Cl.[CH2:2]([O:9][CH:10]([CH3:16])[CH:11]([B:13]([OH:15])[OH:14])Cl)[C:3]1[CH:8]=[CH:7][CH:6]=[CH:5][CH:4]=1.[C:17]12([OH:28])[CH2:25][CH:21]([C:22]1([CH3:24])[CH3:23])[CH2:20][CH2:19][C:18]2([OH:27])[CH3:26].[Li+].C[Si]([N-:34][Si](C)(C)C)(C)C, predict the reaction product. The product is: [CH2:2]([O:9][CH:10]([CH3:16])[CH:11]([B:13]([OH:15])[OH:14])[NH2:34])[C:3]1[CH:8]=[CH:7][CH:6]=[CH:5][CH:4]=1.[C:17]12([OH:28])[CH2:25][CH:21]([C:22]1([CH3:24])[CH3:23])[CH2:20][CH2:19][C:18]2([OH:27])[CH3:26].